This data is from Catalyst prediction with 721,799 reactions and 888 catalyst types from USPTO. The task is: Predict which catalyst facilitates the given reaction. (1) Reactant: [S:1]1[C:5]2[CH:6]=[C:7]([NH:10][C:11]3[C:16]([Br:17])=[CH:15][N:14]=[C:13]4[NH:18][C:19]([C:21]5[CH2:22][CH2:23][NH:24][CH2:25][CH:26]=5)=[CH:20][C:12]=34)[CH:8]=[CH:9][C:4]=2[N:3]=[CH:2]1.BrC1C(Cl)=C2C=C(C3CCNCC=3)NC2=NC=1.C(N(CC)CC)C.[CH3:51][C:52]([O:55][C:56](O[C:56]([O:55][C:52]([CH3:54])([CH3:53])[CH3:51])=[O:57])=[O:57])([CH3:54])[CH3:53].C(OC(N1CC=C(C2NC3=NC=C(Br)C(Cl)=C3C=2)CC1)=O)(C)(C)C. Product: [C:52]([O:55][C:56]([N:24]1[CH2:23][CH:22]=[C:21]([C:19]2[NH:18][C:13]3=[N:14][CH:15]=[C:16]([Br:17])[C:11]([NH:10][C:7]4[CH:8]=[CH:9][C:4]5[N:3]=[CH:2][S:1][C:5]=5[CH:6]=4)=[C:12]3[CH:20]=2)[CH2:26][CH2:25]1)=[O:57])([CH3:54])([CH3:53])[CH3:51]. The catalyst class is: 230. (2) Reactant: Cl.[NH2:2][CH2:3][C:4]1[CH:5]=[C:6]([C:10]2[CH:15]=[CH:14][CH:13]=[C:12]([CH2:16][CH:17]3[CH2:22][CH2:21][N:20]([C:23](OC(C)(C)C)=O)[CH2:19][CH2:18]3)[CH:11]=2)[CH:7]=[CH:8][CH:9]=1.[H-].[H-].[H-].[H-].[Li+].[Al+3]. Product: [CH3:23][N:20]1[CH2:21][CH2:22][CH:17]([CH2:16][C:12]2[CH:11]=[C:10]([C:6]3[CH:7]=[CH:8][CH:9]=[C:4]([CH2:3][NH2:2])[CH:5]=3)[CH:15]=[CH:14][CH:13]=2)[CH2:18][CH2:19]1. The catalyst class is: 28. (3) Reactant: [CH:1]1([N:4]([CH2:12][CH2:13][S:14]([CH3:17])(=[O:16])=[O:15])C(=O)OC(C)(C)C)[CH2:3][CH2:2]1.[ClH:18]. Product: [ClH:18].[CH3:17][S:14]([CH2:13][CH2:12][NH:4][CH:1]1[CH2:3][CH2:2]1)(=[O:16])=[O:15]. The catalyst class is: 8.